From a dataset of Forward reaction prediction with 1.9M reactions from USPTO patents (1976-2016). Predict the product of the given reaction. (1) Given the reactants Br[C:2]1[CH:3]=[CH:4][C:5]([N+:8]([O-:10])=[O:9])=[N:6][CH:7]=1.[CH3:11][N:12]1[CH2:17][CH2:16][NH:15][CH2:14][CH2:13]1.Cl, predict the reaction product. The product is: [CH3:11][N:12]1[CH2:17][CH2:16][N:15]([C:2]2[CH:7]=[N:6][C:5]([N+:8]([O-:10])=[O:9])=[CH:4][CH:3]=2)[CH2:14][CH2:13]1. (2) Given the reactants [CH3:1][C@@H:2]1[CH2:7][N:6]([CH:8]2[CH2:13][CH2:12][CH2:11][CH2:10][CH:9]2[C:14]2[CH:19]=[CH:18][CH:17]=[CH:16][CH:15]=2)[CH2:5][CH2:4][N:3]1[CH2:20][C:21]([O:23]C(C)(C)C)=[O:22].[ClH:28], predict the reaction product. The product is: [ClH:28].[ClH:28].[CH3:1][C@@H:2]1[CH2:7][N:6]([CH:8]2[CH2:13][CH2:12][CH2:11][CH2:10][CH:9]2[C:14]2[CH:19]=[CH:18][CH:17]=[CH:16][CH:15]=2)[CH2:5][CH2:4][N:3]1[CH2:20][C:21]([OH:23])=[O:22]. (3) The product is: [CH2:32]([O:34][C:35](=[O:44])[C:36]1[CH:41]=[CH:40][CH:39]=[CH:38][C:37]=1[CH2:42][N:9]([C:8]([O:7][C:3]([CH3:6])([CH3:4])[CH3:5])=[O:31])[C:10]1[CH:11]=[CH:12][C:13]([O:16][CH2:17][CH2:18][C:19]2[N:20]=[C:21]([C:25]3[CH:30]=[CH:29][CH:28]=[CH:27][CH:26]=3)[O:22][C:23]=2[CH3:24])=[CH:14][CH:15]=1)[CH3:33]. Given the reactants [OH-].[K+].[C:3]([O:7][C:8](=[O:31])[NH:9][C:10]1[CH:15]=[CH:14][C:13]([O:16][CH2:17][CH2:18][C:19]2[N:20]=[C:21]([C:25]3[CH:30]=[CH:29][CH:28]=[CH:27][CH:26]=3)[O:22][C:23]=2[CH3:24])=[CH:12][CH:11]=1)([CH3:6])([CH3:5])[CH3:4].[CH2:32]([O:34][C:35](=[O:44])[C:36]1[CH:41]=[CH:40][CH:39]=[CH:38][C:37]=1[CH2:42]Br)[CH3:33], predict the reaction product. (4) Given the reactants [F:1][C:2]1[N:6](COCC[Si](C)(C)C)[N:5]=[CH:4][C:3]=1[C:15]1[NH:16][C:17]2[N:18]([N:25]=[CH:26][C:27]=2[C:28]#[N:29])[C:19](=[O:24])[C:20]=1[CH:21]([CH3:23])[CH3:22].C(O)(C(F)(F)F)=O, predict the reaction product. The product is: [F:1][C:2]1[NH:6][N:5]=[CH:4][C:3]=1[C:15]1[NH:16][C:17]2[N:18]([N:25]=[CH:26][C:27]=2[C:28]#[N:29])[C:19](=[O:24])[C:20]=1[CH:21]([CH3:23])[CH3:22]. (5) Given the reactants [CH3:1][N:2]([CH3:10])[S:3]([CH2:6][CH2:7][CH2:8]I)(=[O:5])=[O:4].[C:11]1(=[O:21])[NH:15][C:14](=[O:16])[C:13]2=[CH:17][CH:18]=[CH:19][CH:20]=[C:12]12.[K], predict the reaction product. The product is: [CH3:1][N:2]([CH3:10])[S:3]([CH2:6][CH2:7][CH2:8][N:15]1[C:11](=[O:21])[C:12]2[C:13](=[CH:17][CH:18]=[CH:19][CH:20]=2)[C:14]1=[O:16])(=[O:5])=[O:4].